Dataset: Forward reaction prediction with 1.9M reactions from USPTO patents (1976-2016). Task: Predict the product of the given reaction. (1) Given the reactants [N:1]1([C:10]([O:12][C:13]([CH3:16])([CH3:15])[CH3:14])=[O:11])[CH2:5][CH:4]=[CH:3][CH:2]1[C:6](OC)=[O:7].CC(C[AlH]CC(C)C)C, predict the reaction product. The product is: [OH:7][CH2:6][CH:2]1[CH:3]=[CH:4][CH2:5][N:1]1[C:10]([O:12][C:13]([CH3:16])([CH3:15])[CH3:14])=[O:11]. (2) Given the reactants [H-].[Na+].[C:3]1(=[O:13])[C:12]2[C:7](=[CH:8][CH:9]=[CH:10][CH:11]=2)[CH2:6][CH2:5][CH2:4]1.[C:14](=O)([O:17]C)[O:15][CH3:16], predict the reaction product. The product is: [O:13]=[C:3]1[C:12]2[C:7](=[CH:8][CH:9]=[CH:10][CH:11]=2)[CH2:6][CH2:5][CH:4]1[C:14]([O:15][CH3:16])=[O:17]. (3) Given the reactants [CH3:1][N:2]1[CH:6]=[C:5]([C:7]2[CH:8]=[CH:9][C:10]3[N:11]([C:13]([SH:16])=[N:14][N:15]=3)[CH:12]=2)[CH:4]=[N:3]1.Br[C:18]1[CH:19]=[C:20]2[C:25](=[CH:26][CH:27]=1)[N:24]=[CH:23][C:22]([C:28]1[CH:29]=[N:30][N:31]([CH2:33][CH2:34][OH:35])[CH:32]=1)=[C:21]2[O:36][CH3:37].C1(P(C2C=CC=CC=2)C2C3OC4C(=CC=CC=4P(C4C=CC=CC=4)C4C=CC=CC=4)C(C)(C)C=3C=CC=2)C=CC=CC=1.C(N(CC)C(C)C)(C)C, predict the reaction product. The product is: [CH3:37][O:36][C:21]1[C:20]2[C:25](=[CH:26][CH:27]=[C:18]([S:16][C:13]3[N:11]4[CH:12]=[C:7]([C:5]5[CH:4]=[N:3][N:2]([CH3:1])[CH:6]=5)[CH:8]=[CH:9][C:10]4=[N:15][N:14]=3)[CH:19]=2)[N:24]=[CH:23][C:22]=1[C:28]1[CH:29]=[N:30][N:31]([CH2:33][CH2:34][OH:35])[CH:32]=1. (4) Given the reactants [NH2:1][C:2](=[O:20])[CH2:3][O:4][C:5]1[CH:6]=[C:7]([N:11](C)[C:12](=O)OC(C)(C)C)[CH:8]=[CH:9][CH:10]=1.C(Cl)Cl, predict the reaction product. The product is: [CH3:12][NH:11][C:7]1[CH:6]=[C:5]([CH:10]=[CH:9][CH:8]=1)[O:4][CH2:3][C:2]([NH2:1])=[O:20]. (5) Given the reactants [OH-].[K+].[CH3:3][N:4]1[CH:8]=[C:7]([C:9]2[CH:33]=[CH:32][C:12]3[N:13]([C:16]4[CH:17]=[C:18]([NH:28]C(=O)C)[CH:19]=[C:20]([C:22]5[O:23][C:24]([CH3:27])=[CH:25][CH:26]=5)[CH:21]=4)[CH:14]=[N:15][C:11]=3[CH:10]=2)[CH:6]=[N:5]1, predict the reaction product. The product is: [CH3:3][N:4]1[CH:8]=[C:7]([C:9]2[CH:33]=[CH:32][C:12]3[N:13]([C:16]4[CH:17]=[C:18]([CH:19]=[C:20]([C:22]5[O:23][C:24]([CH3:27])=[CH:25][CH:26]=5)[CH:21]=4)[NH2:28])[CH:14]=[N:15][C:11]=3[CH:10]=2)[CH:6]=[N:5]1. (6) Given the reactants [OH:1][C@H:2]([CH2:12][NH:13][S:14]([C:17]1[CH:22]=[CH:21][CH:20]=[CH:19][N:18]=1)(=[O:16])=[O:15])[CH2:3][NH:4]C(=O)OC(C)(C)C.O[C@@H](CNS(C1C=CC=CN=1)(=O)=O)CNC(=O)OC(C)(C)C.Cl.[C:46](=[O:75])(OC1C=CC([N+]([O-])=O)=CC=1)[O:47][C@H:48]([CH2:53][N:54]1[C:58]2[CH:59]=[C:60]([Cl:64])[C:61]([Cl:63])=[CH:62][C:57]=2[N:56]=[CH:55]1)[C:49]([CH3:52])([CH3:51])[CH3:50].C(N(C(C)C)CC)(C)C, predict the reaction product. The product is: [OH:1][C@H:2]([CH2:12][NH:13][S:14]([C:17]1[CH:22]=[CH:21][CH:20]=[CH:19][N:18]=1)(=[O:16])=[O:15])[CH2:3][NH:4][C:46](=[O:75])[O:47][C@H:48]([CH2:53][N:54]1[C:58]2[CH:59]=[C:60]([Cl:64])[C:61]([Cl:63])=[CH:62][C:57]=2[N:56]=[CH:55]1)[C:49]([CH3:50])([CH3:51])[CH3:52].